From a dataset of CYP3A4 inhibition data for predicting drug metabolism from PubChem BioAssay. Regression/Classification. Given a drug SMILES string, predict its absorption, distribution, metabolism, or excretion properties. Task type varies by dataset: regression for continuous measurements (e.g., permeability, clearance, half-life) or binary classification for categorical outcomes (e.g., BBB penetration, CYP inhibition). Dataset: cyp3a4_veith. (1) The compound is Cn1c(=O)c2c(nc(C(=N)SCC(=O)O)n2C)n(C)c1=O. The result is 0 (non-inhibitor). (2) The molecule is O=C(CCCC(=O)OCC(=O)c1ccc(Cl)cc1Cl)Nc1cc(C(F)(F)F)ccc1Cl. The result is 1 (inhibitor). (3) The drug is C[N+]1(C)CCO[C@](O)(c2ccccc2)C1. The result is 0 (non-inhibitor).